This data is from Forward reaction prediction with 1.9M reactions from USPTO patents (1976-2016). The task is: Predict the product of the given reaction. (1) Given the reactants Cl[CH2:2][C:3]1[S:7][C:6]([C:8]2[NH:9][C:10]3[C:15]([CH:16]=2)=[CH:14][CH:13]=[CH:12][C:11]=3[N:17]([CH3:26])[S:18]([C:21]2[S:22][CH:23]=[CH:24][CH:25]=2)(=[O:20])=[O:19])=[N:5][CH:4]=1.C(N(CC)CC)C.Cl.[CH2:35]1[CH:39]2[CH2:40][NH:41][CH2:42][CH2:43][N:38]2[C:37](=[O:44])[O:36]1.CN(C)C=O, predict the reaction product. The product is: [CH3:26][N:17]([C:11]1[CH:12]=[CH:13][CH:14]=[C:15]2[C:10]=1[NH:9][C:8]([C:6]1[S:7][C:3]([CH2:2][N:41]3[CH2:42][CH2:43][N:38]4[C:37](=[O:44])[O:36][CH2:35][CH:39]4[CH2:40]3)=[CH:4][N:5]=1)=[CH:16]2)[S:18]([C:21]1[S:22][CH:23]=[CH:24][CH:25]=1)(=[O:19])=[O:20]. (2) The product is: [N:18]1[CH:9]=[CH:10][N:20]2[CH:21]=[CH:5][C:4]([C:3]([CH3:8])([CH3:7])[CH2:2][OH:1])=[N:23][C:19]=12. Given the reactants [OH:1][CH2:2][C:3]([CH3:8])([CH3:7])[C:4](=O)[CH3:5].[C:9]([O-])(=O)[CH3:10].S(O)(O)(=O)=O.[NH2:18][C:19]1[NH:20][CH:21]=C[N:23]=1.[NH2:18][C:19]1[NH:20][CH:21]=C[N:23]=1, predict the reaction product.